This data is from Full USPTO retrosynthesis dataset with 1.9M reactions from patents (1976-2016). The task is: Predict the reactants needed to synthesize the given product. (1) Given the product [CH2:20]([C:16]1[CH:15]=[C:14]([N:9]2[CH:10]=[CH:11][C:12](=[O:13])[C:7]([C:5]3[N:33]([C:30]4[CH:29]=[CH:28][C:27]([S:24]([CH3:23])(=[O:26])=[O:25])=[CH:32][CH:31]=4)[N:2]=[CH:3][CH:4]=3)=[N:8]2)[CH:19]=[CH:18][CH:17]=1)[CH3:21], predict the reactants needed to synthesize it. The reactants are: C[N:2](C)/[CH:3]=[CH:4]/[C:5]([C:7]1[C:12](=[O:13])[CH:11]=[CH:10][N:9]([C:14]2[CH:19]=[CH:18][CH:17]=[C:16]([CH2:20][CH3:21])[CH:15]=2)[N:8]=1)=O.[CH3:23][S:24]([C:27]1[CH:32]=[CH:31][C:30]([NH:33]N)=[CH:29][CH:28]=1)(=[O:26])=[O:25]. (2) Given the product [F:25][CH:16]([CH2:17][C:18]([F:19])([F:20])[F:21])[C:15]([F:26])([F:27])[C:14]([F:28])([F:29])[C:13]([F:30])([F:31])[C:12]([F:32])([F:33])[O:11][CH2:8][CH2:7][CH2:6][Si:46]([Cl:54])([Cl:53])[C:47]1[CH:52]=[CH:51][CH:50]=[CH:49][CH:48]=1, predict the reactants needed to synthesize it. The reactants are: C(C(F)(CC(F)(F)F)C(F)(F)[C:6](F)(F)[C:7](F)(F)[C:8]([O:11][C:12]([F:33])([F:32])[C:13]([F:31])([F:30])[C:14]([F:29])([F:28])[C:15]([F:27])([F:26])[C:16]([F:25])(CC=C)[CH2:17][C:18]([F:21])([F:20])[F:19])(F)F)C=C.[SiH:46]([Cl:54])([Cl:53])[C:47]1[CH:52]=[CH:51][CH:50]=[CH:49][CH:48]=1.[SiH4]. (3) Given the product [F:1][C:2]1[CH:3]=[C:4]2[C:8](=[CH:9][CH:10]=1)/[C:7](=[CH:11]\[C:12]1[CH:17]=[CH:16][C:15]([S:18]([CH3:19])=[O:26])=[CH:14][CH:13]=1)/[C:6]([CH3:20])=[C:5]2[CH2:21][C:22]([OH:24])=[O:23], predict the reactants needed to synthesize it. The reactants are: [F:1][C:2]1[CH:3]=[C:4]2[C:8](=[CH:9][CH:10]=1)/[C:7](=[CH:11]\[C:12]1[CH:17]=[CH:16][C:15]([S:18][CH3:19])=[CH:14][CH:13]=1)/[C:6]([CH3:20])=[C:5]2[CH2:21][C:22]([OH:24])=[O:23].C[OH:26]. (4) Given the product [C:1]([O:5][C:6](=[O:15])[NH:7][CH:8]1[CH2:9][CH2:10][CH:11]([N:14]2[CH2:25][CH2:24][CH2:23][CH2:22]2)[CH2:12][CH2:13]1)([CH3:4])([CH3:2])[CH3:3], predict the reactants needed to synthesize it. The reactants are: [C:1]([O:5][C:6](=[O:15])[NH:7][CH:8]1[CH2:13][CH2:12][CH:11]([NH2:14])[CH2:10][CH2:9]1)([CH3:4])([CH3:3])[CH3:2].C(=O)([O-])O.[Na+].Br[CH2:22][CH2:23][CH2:24][CH2:25]Br. (5) Given the product [CH2:11]([S:10][C:9]1[C:4]2[N:5]([CH:16]=[C:2]([C:22]3[CH:23]=[N:24][C:19]([O:18][CH3:17])=[CH:20][CH:21]=3)[CH:3]=2)[N:6]=[CH:7][C:8]=1[C:13]([NH2:15])=[O:14])[CH3:12], predict the reactants needed to synthesize it. The reactants are: Br[C:2]1[CH:3]=[C:4]2[C:9]([S:10][CH2:11][CH3:12])=[C:8]([C:13]([NH2:15])=[O:14])[CH:7]=[N:6][N:5]2[CH:16]=1.[CH3:17][O:18][C:19]1[N:24]=[CH:23][C:22](B(O)O)=[CH:21][CH:20]=1.P([O-])([O-])([O-])=O.[K+].[K+].[K+].